From a dataset of Full USPTO retrosynthesis dataset with 1.9M reactions from patents (1976-2016). Predict the reactants needed to synthesize the given product. (1) Given the product [CH3:20][N:18]1[CH:19]=[C:15]([N:14]2[C:5]3[C:4]4[CH:3]=[C:2]([C:32]5[CH:33]=[C:34]6[N:26]([CH2:24][CH3:25])[C:27](=[O:45])[N:28]([CH3:44])[C:29]6=[N:30][CH:31]=5)[CH:11]=[CH:10][C:9]=4[N:8]=[CH:7][C:6]=3[N:12]([CH3:23])[C:13]2=[O:22])[C:16]([CH3:21])=[N:17]1, predict the reactants needed to synthesize it. The reactants are: Br[C:2]1[CH:11]=[CH:10][C:9]2[N:8]=[CH:7][C:6]3[N:12]([CH3:23])[C:13](=[O:22])[N:14]([C:15]4[C:16]([CH3:21])=[N:17][N:18]([CH3:20])[CH:19]=4)[C:5]=3[C:4]=2[CH:3]=1.[CH2:24]([N:26]1[C:34]2[C:29](=[N:30][CH:31]=[C:32](B3OC(C)(C)C(C)(C)O3)[CH:33]=2)[N:28]([CH3:44])[C:27]1=[O:45])[CH3:25]. (2) Given the product [CH3:20][O:21][C:22](=[O:23])[NH:24][C@H:25]([C:26]([N:14]1[CH2:15][C@@H:16]([CH3:19])[CH2:17][CH2:18][C@H:13]1[C:11]1[NH:12][C:8]([C:5]2[CH:4]=[CH:3][C:2]([Br:1])=[CH:7][CH:6]=2)=[CH:9][N:10]=1)=[O:27])[CH:29]([CH3:31])[CH3:30], predict the reactants needed to synthesize it. The reactants are: [Br:1][C:2]1[CH:7]=[CH:6][C:5]([C:8]2[NH:12][C:11]([CH:13]3[CH2:18][CH2:17][CH:16]([CH3:19])[CH2:15][NH:14]3)=[N:10][CH:9]=2)=[CH:4][CH:3]=1.[CH3:20][O:21][C:22]([NH:24][C@@H:25]([CH:29]([CH3:31])[CH3:30])[C:26](O)=[O:27])=[O:23].CN(C(ON1N=NC2C=CC=NC1=2)=[N+](C)C)C.F[P-](F)(F)(F)(F)F.CCN(C(C)C)C(C)C. (3) Given the product [N+:3]([C:6]1[CH:10]=[CH:9][S:8][C:7]=1[S:11]([NH2:2])(=[O:13])=[O:12])([O-:5])=[O:4], predict the reactants needed to synthesize it. The reactants are: [OH-].[NH4+:2].[N+:3]([C:6]1[CH:10]=[CH:9][S:8][C:7]=1[S:11](Cl)(=[O:13])=[O:12])([O-:5])=[O:4]. (4) Given the product [Br:18][C:19]1[CH:24]=[CH:23][C:22]([CH2:25][CH2:26][OH:27])=[C:21]([F:31])[CH:20]=1, predict the reactants needed to synthesize it. The reactants are: COC(=O)CC1C=CC(CN2CCCC2)=CC=1.[Br:18][C:19]1[CH:24]=[CH:23][C:22]([CH2:25][C:26](OCC)=[O:27])=[C:21]([F:31])[CH:20]=1.